This data is from Catalyst prediction with 721,799 reactions and 888 catalyst types from USPTO. The task is: Predict which catalyst facilitates the given reaction. (1) Reactant: C[Si]([C:5]#[C:6][C:7]1[CH:8]=[CH:9][C:10]([C:13]2[CH:18]=[CH:17][C:16]([C:19]#[C:20][Si](C)(C)C)=[CH:15][N:14]=2)=[N:11][CH:12]=1)(C)C.[F-].[K+]. Product: [C:19]([C:16]1[CH:17]=[CH:18][C:13]([C:10]2[CH:9]=[CH:8][C:7]([C:6]#[CH:5])=[CH:12][N:11]=2)=[N:14][CH:15]=1)#[CH:20]. The catalyst class is: 92. (2) Reactant: [CH:1]1([N:7]([CH2:32][CH:33]=O)[C:8](=[O:31])[CH2:9][CH2:10][N:11]([CH2:22][CH2:23][C:24]2[CH:29]=[CH:28][CH:27]=[C:26]([F:30])[CH:25]=2)[C:12](=[O:21])[O:13][CH2:14][C:15]2[CH:20]=[CH:19][CH:18]=[CH:17][CH:16]=2)[CH2:6][CH2:5][CH2:4][CH2:3][CH2:2]1.[NH2:35][CH2:36][CH2:37][C:38]1[CH:47]=[CH:46][C:45]([O:48]CC2C=CC=CC=2)=[C:44]2[C:39]=1[CH:40]=[CH:41][C:42](=[O:56])[NH:43]2.S([O-])([O-])(=O)=O.[Mg+2].C(O[BH-](OC(=O)C)OC(=O)C)(=O)C.[Na+]. Product: [CH:1]1([N:7]([CH2:32][CH2:33][NH:35][CH2:36][CH2:37][C:38]2[CH:47]=[CH:46][C:45]([OH:48])=[C:44]3[C:39]=2[CH:40]=[CH:41][C:42](=[O:56])[NH:43]3)[C:8](=[O:31])[CH2:9][CH2:10][N:11]([CH2:22][CH2:23][C:24]2[CH:29]=[CH:28][CH:27]=[C:26]([F:30])[CH:25]=2)[C:12](=[O:21])[O:13][CH2:14][C:15]2[CH:16]=[CH:17][CH:18]=[CH:19][CH:20]=2)[CH2:6][CH2:5][CH2:4][CH2:3][CH2:2]1. The catalyst class is: 4. (3) Reactant: [C:1]12([NH:6][C:7]([C:9]3[CH:10]=[C:11]([C:15]4[C:16]([CH2:35][CH2:36][C:37]([O:39]C)=[O:38])=[CH:17][C:18]5[O:22][C:21]([C:23]6[CH:28]=[CH:27][C:26]([F:29])=[CH:25][CH:24]=6)=[C:20]([C:30](=[O:33])[NH:31][CH3:32])[C:19]=5[CH:34]=4)[CH:12]=[CH:13][CH:14]=3)=[O:8])[CH2:5][CH:3]([CH2:4]1)[CH2:2]2.[OH-].[Na+]. Product: [C:1]12([NH:6][C:7]([C:9]3[CH:10]=[C:11]([C:15]4[C:16]([CH2:35][CH2:36][C:37]([OH:39])=[O:38])=[CH:17][C:18]5[O:22][C:21]([C:23]6[CH:28]=[CH:27][C:26]([F:29])=[CH:25][CH:24]=6)=[C:20]([C:30](=[O:33])[NH:31][CH3:32])[C:19]=5[CH:34]=4)[CH:12]=[CH:13][CH:14]=3)=[O:8])[CH2:5][CH:3]([CH2:2]1)[CH2:4]2. The catalyst class is: 1. (4) Reactant: [N:1]([C:4]1[CH:9]=[C:8]([C:10]2[N:15]=[CH:14][CH:13]=[CH:12][CH:11]=2)[N:7]=[C:6]([C:16]2[CH:21]=[CH:20][CH:19]=[CH:18][N:17]=2)[CH:5]=1)=[N+]=[N-].S.[N-]=[N+]=[N-]. Product: [NH2:1][C:4]1[CH:5]=[C:6]([C:16]2[CH:21]=[CH:20][CH:19]=[CH:18][N:17]=2)[N:7]=[C:8]([C:10]2[CH:11]=[CH:12][CH:13]=[CH:14][N:15]=2)[CH:9]=1. The catalyst class is: 98.